Task: Regression. Given a peptide amino acid sequence and an MHC pseudo amino acid sequence, predict their binding affinity value. This is MHC class I binding data.. Dataset: Peptide-MHC class I binding affinity with 185,985 pairs from IEDB/IMGT The peptide sequence is PIKCWNCGK. The MHC is Mamu-B08 with pseudo-sequence Mamu-B08. The binding affinity (normalized) is 0.